Dataset: Peptide-MHC class I binding affinity with 185,985 pairs from IEDB/IMGT. Task: Regression. Given a peptide amino acid sequence and an MHC pseudo amino acid sequence, predict their binding affinity value. This is MHC class I binding data. The peptide sequence is SLGDPLHQA. The MHC is HLA-A25:01 with pseudo-sequence HLA-A25:01. The binding affinity (normalized) is 0.0847.